This data is from Peptide-MHC class I binding affinity with 185,985 pairs from IEDB/IMGT. The task is: Regression. Given a peptide amino acid sequence and an MHC pseudo amino acid sequence, predict their binding affinity value. This is MHC class I binding data. (1) The peptide sequence is RRLVKVLNN. The MHC is HLA-B27:05 with pseudo-sequence HLA-B27:05. The binding affinity (normalized) is 0.225. (2) The peptide sequence is EDAMPGVLSY. The MHC is HLA-A30:02 with pseudo-sequence HLA-A30:02. The binding affinity (normalized) is 0.108. (3) The peptide sequence is DIINSVSII. The MHC is HLA-A02:06 with pseudo-sequence HLA-A02:06. The binding affinity (normalized) is 0.319. (4) The peptide sequence is GQVQLKKPY. The MHC is HLA-B15:02 with pseudo-sequence HLA-B15:02. The binding affinity (normalized) is 0.440. (5) The peptide sequence is LVLLNVAAE. The MHC is H-2-Kb with pseudo-sequence H-2-Kb. The binding affinity (normalized) is 0.132. (6) The peptide sequence is SLQSKHRKSR. The MHC is Patr-A0101 with pseudo-sequence Patr-A0101. The binding affinity (normalized) is 0.155. (7) The peptide sequence is EIYFSSIHR. The MHC is HLA-A02:01 with pseudo-sequence HLA-A02:01. The binding affinity (normalized) is 0.0847.